From a dataset of Forward reaction prediction with 1.9M reactions from USPTO patents (1976-2016). Predict the product of the given reaction. (1) Given the reactants CO[C:3]([C:5]1[N:6]=[CH:7][C:8]2[C:13]([C:14]=1[OH:15])=[CH:12][CH:11]=[C:10]([O:16][C:17]1[CH:22]=[CH:21][CH:20]=[CH:19][N:18]=1)[CH:9]=2)=[O:4].[NH2:23][CH2:24][CH2:25][C:26]([OH:28])=[O:27].C[O-].[Na+], predict the reaction product. The product is: [OH:15][C:14]1[C:13]2[C:8](=[CH:9][C:10]([O:16][C:17]3[CH:22]=[CH:21][CH:20]=[CH:19][N:18]=3)=[CH:11][CH:12]=2)[CH:7]=[N:6][C:5]=1[C:3]([NH:23][CH2:24][CH2:25][C:26]([OH:28])=[O:27])=[O:4]. (2) The product is: [Cl:1][C:2]1[CH:22]=[C:21]([CH:23]=[C:29]2[S:25][C:26](=[O:31])[NH:27][C:28]2=[O:30])[CH:20]=[CH:19][C:3]=1[CH2:4][N:5]1[C:9]2=[N:10][C:11]([C:14]([O:16][CH3:17])=[O:15])=[CH:12][CH:13]=[C:8]2[N:7]=[C:6]1[CH3:18]. Given the reactants [Cl:1][C:2]1[CH:22]=[C:21]([CH:23]=O)[CH:20]=[CH:19][C:3]=1[CH2:4][N:5]1[C:9]2=[N:10][C:11]([C:14]([O:16][CH3:17])=[O:15])=[CH:12][CH:13]=[C:8]2[N:7]=[C:6]1[CH3:18].[S:25]1[CH2:29][C:28](=[O:30])[NH:27][C:26]1=[O:31].N1CCCCC1, predict the reaction product. (3) Given the reactants [O:1]=[C:2]([N:34]1[CH2:39][CH2:38][NH:37][CH2:36][CH2:35]1)[CH2:3][NH:4][C:5]([C:7]1[CH:11]=[C:10]([O:12][CH2:13][C:14]([N:16]2[CH2:20][CH2:19][CH2:18][C@H:17]2[C:21](=[O:27])[NH:22][CH:23]2[CH2:26][CH2:25][CH2:24]2)=[O:15])[N:9]([C:28]2[CH:33]=[CH:32][CH:31]=[CH:30][CH:29]=2)[N:8]=1)=[O:6].CCN(C(C)C)C(C)C.[CH2:49]([N:53]=[C:54]=[O:55])[CH2:50][CH2:51][CH3:52], predict the reaction product. The product is: [CH2:49]([NH:53][C:54]([N:37]1[CH2:38][CH2:39][N:34]([C:2](=[O:1])[CH2:3][NH:4][C:5]([C:7]2[CH:11]=[C:10]([O:12][CH2:13][C:14]([N:16]3[CH2:20][CH2:19][CH2:18][C@H:17]3[C:21](=[O:27])[NH:22][CH:23]3[CH2:24][CH2:25][CH2:26]3)=[O:15])[N:9]([C:28]3[CH:29]=[CH:30][CH:31]=[CH:32][CH:33]=3)[N:8]=2)=[O:6])[CH2:35][CH2:36]1)=[O:55])[CH2:50][CH2:51][CH3:52]. (4) Given the reactants [C:1]([O:5][C:6]([N:8]1[CH2:13][C@@H:12]([N:14]([C:19]([C:21]2[C:22]([NH:31][CH2:32][C:33]3[O:34][CH:35]=[CH:36][N:37]=3)=[N:23][C:24]([C:27]([CH3:30])([CH3:29])[CH3:28])=[N:25][CH:26]=2)=[O:20])[CH2:15][CH:16]([CH3:18])[CH3:17])[CH2:11][C@@H:10]([C:38](O)=[O:39])[CH2:9]1)=[O:7])([CH3:4])([CH3:3])[CH3:2].C1C=CC2N(O)N=NC=2C=1.CCN=C=NCCCN(C)C.Cl.[NH:63]1[CH2:68][CH2:67][O:66][CH2:65][CH2:64]1, predict the reaction product. The product is: [C:27]([C:24]1[N:23]=[C:22]([NH:31][CH2:32][C:33]2[O:34][CH:35]=[CH:36][N:37]=2)[C:21]([C:19]([N:14]([CH2:15][CH:16]([CH3:18])[CH3:17])[C@H:12]2[CH2:11][C@@H:10]([C:38]([N:63]3[CH2:68][CH2:67][O:66][CH2:65][CH2:64]3)=[O:39])[CH2:9][N:8]([C:6]([O:5][C:1]([CH3:2])([CH3:4])[CH3:3])=[O:7])[CH2:13]2)=[O:20])=[CH:26][N:25]=1)([CH3:29])([CH3:28])[CH3:30]. (5) The product is: [CH:16]1([N:7]2[CH2:8][C:9]([F:15])([F:14])[C:10](=[O:13])[N:11]([CH3:12])[C:5]3[CH:4]=[N:3][C:2]([NH:33][C:34]4[CH:35]=[CH:36][C:37]([C:38]([NH:40][CH:41]5[CH2:46][CH2:45][O:44][CH2:43][CH2:42]5)=[O:39])=[CH:47][CH:48]=4)=[N:20][C:6]2=3)[CH2:19][CH2:18][CH2:17]1. Given the reactants Cl[C:2]1[N:3]=[CH:4][C:5]2[N:11]([CH3:12])[C:10](=[O:13])[C:9]([F:15])([F:14])[CH2:8][N:7]([CH:16]3[CH2:19][CH2:18][CH2:17]3)[C:6]=2[N:20]=1.O.C1(C)C(S(O)(=O)=O)=CC=CC=1.[NH2:33][C:34]1[CH:48]=[CH:47][C:37]([C:38]([NH:40][CH:41]2[CH2:46][CH2:45][O:44][CH2:43][CH2:42]2)=[O:39])=[CH:36][CH:35]=1, predict the reaction product. (6) Given the reactants [C:1](#[N:3])[CH3:2].[Li+].CC([N-]C(C)C)C.[Cl:12][C:13]1[CH:14]=[CH:15][C:16]([C:19]([C:27]2[CH:32]=[C:31]([C:33]([F:36])([F:35])[F:34])[CH:30]=[C:29]([F:37])[CH:28]=2)=[N:20][S@:21]([C:23]([CH3:26])([CH3:25])[CH3:24])=[O:22])=[N:17][CH:18]=1, predict the reaction product. The product is: [Cl:12][C:13]1[CH:14]=[CH:15][C:16]([C@:19]([NH:20][S@:21]([C:23]([CH3:26])([CH3:25])[CH3:24])=[O:22])([C:27]2[CH:32]=[C:31]([C:33]([F:36])([F:35])[F:34])[CH:30]=[C:29]([F:37])[CH:28]=2)[CH2:2][C:1]#[N:3])=[N:17][CH:18]=1.